This data is from Experimentally validated miRNA-target interactions with 360,000+ pairs, plus equal number of negative samples. The task is: Binary Classification. Given a miRNA mature sequence and a target amino acid sequence, predict their likelihood of interaction. (1) The miRNA is hsa-miR-6762-3p with sequence UGGCUGCUUCCCUUGGUCUCCAG. The protein sequence of the target gene is MASVHESLYFNPMMTNGVVHANVFGIKDWVTPYKIAVLVLLNEMSRTGEGAVSLMERRRLNQLLLPLLQGPDITLSKLYKLIEESCPQLANSVQIRIKLMAEGELKDMEQFFDDLSDSFSGTEPEVHKTSVVGLFLRHMILAYSKLSFSQVFKLYTALQQYFQNGEKKTVEDADMELTSRDEGERKMEKEELDVSVREEEVSCSGPLSQKQAEFFLSQQASLLKNDETKALTPASLQKELNNLLKFNPDFAEAHYLSYLNNLRVQDVFSSTHSLLHYFDRLILTGAESKSNGEEGYGRSL.... Result: 0 (no interaction). (2) The miRNA is mmu-miR-465b-3p with sequence GAUCAGGGCCUUUCUAAGUAGA. The protein sequence of the target gene is MFWKFDLHSSSHIDTLLEREDVTLKELMDEEDVLQECKAQNRKLIEFLLKAECLEDLVSFIIEEPPQDMDEKIRYKYPNISCELLTSDVSQMNDRLGEDESLLMKLYSFLLNDSPLNPLLASFFSKVLSILISRKPEQIVDFLKKKHDFVDLIIKHIGTSAIMDLLLRLLTCIEPPQPRQDVLNWLNEEKIIQRLVEIVHPSQEEDRHSNASQSLCEIVRLSRDQMLQIQNSTEPDPLLATLEKQEIIEQLLSNIFHKEKNESAIVSAIQILLTLLETRRPTFEGHIEICPPGMSHSACS.... Result: 0 (no interaction). (3) The miRNA is hsa-miR-548v with sequence AGCUACAGUUACUUUUGCACCA. The protein sequence of the target gene is MARTWLLLLLGVRCQALPSGIAGTPFPSLAPPITLLVDGRQHMLVVCLVLDAAPPGLDNPVWFSAGNGSALDAFTYGPSLAPDGTWTSLAQLSLPSEELEAWEPLVCHTRPGAGGQNRSTHPLQLSGESSTARSCFPEPLGGTQRQVLWLSLLRLLLFKLLLLDVLLTCSHLRLHVLAGQHLQPPPSRKSLPPTHRIWT. Result: 0 (no interaction). (4) The miRNA is hsa-miR-1276 with sequence UAAAGAGCCCUGUGGAGACA. The protein sequence of the target gene is MLQRCGRRLLLALVGALLACLLVLTADPPPTPMPAERGRRALRSLAGSSGGAPASGSRAAVDPGVLTREVHSLSEYFSLLTRARRDADPPPGVASRQGDGHPRPPAEVLSPRDVFIAVKTTRKFHRARLDLLFETWISRHKEMTFIFTDGEDEALAKLTGNVVLTNCSSAHSRQALSCKMAVEYDRFIESGKKWFCHVDDDNYVNLRALLRLLASYPHTQDVYIGKPSLDRPIQATERISEHKVRPVHFWFATGGAGFCISRGLALKMGPWASGGHFMSTAERIRLPDDCTIGYIVEALL.... Result: 0 (no interaction). (5) The miRNA is hsa-miR-373-3p with sequence GAAGUGCUUCGAUUUUGGGGUGU. The protein sequence of the target gene is MAAADLSHGHYLSGDPVCLHEEKTPAGRIVADCLTDCYQDSVTFDDVAVDFTQEEWTLLDSTQRSLYSDVMLENYKNLATVGGQIIKPSLISWLEQEESRTVQGGVLQGWEMRLETQWSILQQDFLRGQTSIGIQLEGKHNGRELCDCEQCGEVFSEHSCLKTHVRTQSTGNTHDCNQYGKDFLTLCEKTSTGEKLSEFNQSEKIFSLTPNIVYQRTSTQEKSFECSHCGKSFINESYLQAHMRTHNGEKLYEWRNYGPGFIDSTSLSVLIETLNAKKPYKCKECGKGYRYPAYLSIHMR.... Result: 1 (interaction). (6) The miRNA is hsa-miR-6742-5p with sequence AGUGGGGUGGGACCCAGCUGUU. The protein sequence of the target gene is MNQPQRMAPVGTDKELSDLLDFSMMFPLPVTNGKGRPASLAGAQFGGSGLEDRPSSGSWGSGDQSSSSFDPSRTFSEGTHFTESHSSLSSSTFLGPGLGGKSGERGAYASFGRDAGVGGLTQAGFLSGELALNSPGPLSPSGMKGTSQYYPSYSGSSRRRAADGSLDTQPKKVRKVPPGLPSSVYPPSSGEDYGRDATAYPSAKTPSSTYPAPFYVADGSLHPSAELWSPPGQAGFGPMLGGGSSPLPLPPGSGPVGSSGSSSTFGGLHQHERMGYQLHGAEVNGGLPSASSFSSAPGAT.... Result: 1 (interaction). (7) The miRNA is hsa-miR-1255b-5p with sequence CGGAUGAGCAAAGAAAGUGGUU. The protein sequence of the target gene is MAMKKLYAKTSFTSKKPSSAANSTPILAYHQQQHQQPGNGICEFQVVAPGHSGELMIRRSQSMHHKMSPPVGGLGSKSEYYSIEELQELDLLDYRHPMYHHYQQQELRQRYHEHEQLVLQLPKATSPKAGPIYEAPQRSQQQQDQMLYVPTAAQRDSSSSAAATSIASSSTLTSSPSPSSSSSLIFSTLRKCVSPSNPSVNPNQPSKTQPSKLGCSMSFSIRTTTATAATAAAANAATATLSTQQQQQQAQQQHKQHLYSNIHHYLIRQQQQKQHYTLQRRHNSVKDKFIGGITTIFAEQ.... Result: 0 (no interaction). (8) The miRNA is mmu-miR-297c-5p with sequence AUGUAUGUGUGCAUGUACAUGU. The protein sequence of the target gene is MPITDFIINDEKTPLVLHGGPEQWKTVGPYGCFRVGICLLLVELCERFTFFEVVCNMIPFCTGRLGSYNHQAAMLNLGFIGTSVLTPVFMGWLADEYFGRNKLMYIALSLHFLGTALLSMLAFPAENFYRGAYPVFNNTSVEEQAGLFHVALLTLCLGTGGIRAVVCPPDMCGSQERESKKPMPFCNWASWSANLNAAVVFLGISSIQPLGSGALGILLPSLSVFTALVTLYLKHCDLIYRPENRCSLLTIARAFVRALKTRCLPYCHFGRDGSSWLDHAMEKQGGHHSELQEEDTRNIS.... Result: 1 (interaction). (9) The miRNA is hsa-miR-155-5p with sequence UUAAUGCUAAUCGUGAUAGGGGUU. The protein sequence of the target gene is MPRRKQQAPRRAAAYVSEELKAAALVDEGLDPEEHTADGEPSAKYMCPEKELARACPSYQNSPAAEFSCHEMDSESHISETSDRMADFESGSIKNEEETKEVTVPLEDTTVSDSLEQMKAVYNNFLSNSYWSNLNLNLHQPSSEKNNGSSSSSSSSSSSCGSGSFDWHQSAMAKTLQQVSQSRMLPEPSLFSTVQLYRQSSKLYGSIFTGASKFRCKDCSAAYDTLVELTVHMNETGHYRDDNHETDNNNPKRWSKPRKRSLLEMEGKEDAQKVLKCMYCGHSFESLQDLSVHMIKTKHY.... Result: 1 (interaction). (10) The miRNA is mmu-miR-297a-5p with sequence AUGUAUGUGUGCAUGUGCAUGU. The protein sequence of the target gene is MLFRGTSLAYSLLVISFLTPRSSAGQNCLTKSLEDVVIDIQSSLSKGIRGNEPIHLATQEDCIGACCSTKDIAGDKACNLMIFDTRKTDRQPNCYLFFCPSEDACPLKPAKGLVTYRLIRDFPLTSANSSLQQLTQGEFLLLDHSSPGATPGFRTPAGYPKPTGLSWSDRSSLKSTAPLHLRKHIKADETSMQLPEEKSHSQSLQLPSELKMAHLLPKTVPTPPTTVAVAPLRNVSATLKPELLLTSISVTAKTLKQKEATTASPVTTVTSKLPGVPGSTSFTPVVTHQAALTNTFQAHT.... Result: 1 (interaction).